From a dataset of Catalyst prediction with 721,799 reactions and 888 catalyst types from USPTO. Predict which catalyst facilitates the given reaction. (1) The catalyst class is: 600. Product: [CH3:22][O:21][C:19]([C:4]1[CH:5]=[C:6]2[C:11](=[C:2]([C:31]3[N:30]([C:28]([O:27][C:23]([CH3:26])([CH3:25])[CH3:24])=[O:29])[CH:34]=[CH:33][CH:32]=3)[CH:3]=1)[O:10][C:9]([N:12]1[CH2:17][CH2:16][O:15][CH2:14][CH2:13]1)=[CH:8][C:7]2=[O:18])=[O:20]. Reactant: Br[C:2]1[CH:3]=[C:4]([C:19]([O:21][CH3:22])=[O:20])[CH:5]=[C:6]2[C:11]=1[O:10][C:9]([N:12]1[CH2:17][CH2:16][O:15][CH2:14][CH2:13]1)=[CH:8][C:7]2=[O:18].[C:23]([O:27][C:28]([N:30]1[CH:34]=[CH:33][CH:32]=[C:31]1B(O)O)=[O:29])([CH3:26])([CH3:25])[CH3:24].C([O-])([O-])=O.[Na+].[Na+]. (2) Reactant: [F:1][C:2]1[CH:3]=[C:4](B(O)O)[CH:5]=[CH:6][C:7]=1[CH3:8].C(=O)([O-])[O-].[K+].[K+].[Cl:18][C:19]1[N:27]=[C:26](Cl)[CH:25]=[C:24]([C:29]([F:32])([F:31])[F:30])[C:20]=1[C:21]([NH2:23])=[O:22].C1(C)C=CC=CC=1P(C1C=CC=CC=1C)C1C=CC=CC=1C. Product: [Cl:18][C:19]1[N:27]=[C:26]([C:4]2[CH:5]=[CH:6][C:7]([CH3:8])=[C:2]([F:1])[CH:3]=2)[CH:25]=[C:24]([C:29]([F:32])([F:30])[F:31])[C:20]=1[C:21]([NH2:23])=[O:22]. The catalyst class is: 233. (3) Reactant: C([Li])CCC.CCCCCC.[CH:12]1([CH2:15][N:16]([C:24]2[C:25]([CH2:33][CH3:34])=[N:26][N:27]3[CH:32]=[CH:31][CH:30]=[CH:29][C:28]=23)[C:17](=[O:23])[O:18][C:19]([CH3:22])([CH3:21])[CH3:20])[CH2:14][CH2:13]1.[Br:35]C(F)(F)C(F)(F)Br.C(=O)(O)[O-].[Na+]. Product: [Br:35][C:32]1[N:27]2[N:26]=[C:25]([CH2:33][CH3:34])[C:24]([N:16]([CH2:15][CH:12]3[CH2:13][CH2:14]3)[C:17](=[O:23])[O:18][C:19]([CH3:22])([CH3:21])[CH3:20])=[C:28]2[CH:29]=[CH:30][CH:31]=1. The catalyst class is: 7. (4) Reactant: Br[C:2]1[C:3]([N:20]([CH3:25])[S:21]([CH3:24])(=[O:23])=[O:22])=[CH:4][C:5]2[O:9][C:8]([C:10]3[CH2:14][CH2:13][CH2:12][CH:11]=3)=[C:7]([C:15]([NH:17][CH3:18])=[O:16])[C:6]=2[CH:19]=1.[B:26]1([B:26]2[O:30][C:29]([CH3:32])([CH3:31])[C:28]([CH3:34])([CH3:33])[O:27]2)[O:30][C:29]([CH3:32])([CH3:31])[C:28]([CH3:34])([CH3:33])[O:27]1.CC(O[K])=O. Product: [C:10]1([C:8]2[O:9][C:5]3[CH:4]=[C:3]([N:20]([CH3:25])[S:21]([CH3:24])(=[O:23])=[O:22])[C:2]([B:26]4[O:30][C:29]([CH3:32])([CH3:31])[C:28]([CH3:34])([CH3:33])[O:27]4)=[CH:19][C:6]=3[C:7]=2[C:15]([NH:17][CH3:18])=[O:16])[CH2:14][CH2:13][CH2:12][CH:11]=1. The catalyst class is: 117. (5) Reactant: [CH3:1][S:2][C:3]1[CH:11]=[C:10]2[C:6]([CH:7]=[CH:8][N:9]2S(C2C=CC=CC=2)(=O)=O)=[CH:5][CH:4]=1.[Li]CCCC.[CH:26](=[O:30])[CH:27]([CH3:29])[CH3:28]. Product: [CH3:28][CH:27]([CH3:29])[C:26]([C:8]1[NH:9][C:10]2[C:6]([CH:7]=1)=[CH:5][CH:4]=[C:3]([S:2][CH3:1])[CH:11]=2)=[O:30]. The catalyst class is: 1. (6) Reactant: [NH2:1][C:2]1[CH:7]=[CH:6][C:5]([F:8])=[CH:4][C:3]=1[NH:9][C:10]1[C:18]2[O:17][CH2:16][C@@H:15]([N:19]([C:34](=[O:39])[C:35]([F:38])([F:37])[F:36])[C:20]3[CH:33]=[CH:32][C:23]4[C@H:24]([CH2:27][C:28]([O:30][CH3:31])=[O:29])[CH2:25][O:26][C:22]=4[CH:21]=3)[C:14]=2[CH:13]=[CH:12][CH:11]=1.[CH3:40][CH:41]([CH3:45])[C:42](Cl)=O.C(=O)([O-])O.[Na+]. Product: [F:8][C:5]1[CH:6]=[CH:7][C:2]2[N:1]=[C:40]([CH:41]([CH3:45])[CH3:42])[N:9]([C:10]3[C:18]4[O:17][CH2:16][C@@H:15]([N:19]([C:34](=[O:39])[C:35]([F:37])([F:38])[F:36])[C:20]5[CH:33]=[CH:32][C:23]6[C@H:24]([CH2:27][C:28]([O:30][CH3:31])=[O:29])[CH2:25][O:26][C:22]=6[CH:21]=5)[C:14]=4[CH:13]=[CH:12][CH:11]=3)[C:3]=2[CH:4]=1. The catalyst class is: 80. (7) The catalyst class is: 41. Product: [Cl:40][C:41]1[CH:46]=[CH:45][C:44]([C@@H:47]2[C:54]3[C:53]([CH3:55])=[N:52][N:51]([CH2:56][CH3:57])[C:50]=3[C:49](=[O:58])[N:48]2[C:59]2[CH:60]=[C:61]([CH3:69])[C:62]3[N:63]([C:65]([CH3:68])=[N:66][N:67]=3)[CH:64]=2)=[C:43]([F:70])[CH:42]=1. Reactant: ClC1C=CC(C2C3C(C)=NN(C4CN(C(OC(C)(C)C)=O)C4)C=3C(=O)N2C2C=C(C)C3N(C(C)=NN=3)C=2)=CC=1.[Cl:40][C:41]1[CH:46]=[CH:45][C:44]([CH:47]2[C:54]3[C:53]([CH3:55])=[N:52][N:51]([CH2:56][CH3:57])[C:50]=3[C:49](=[O:58])[N:48]2[C:59]2[CH:60]=[C:61]([CH3:69])[C:62]3[N:63]([C:65]([CH3:68])=[N:66][N:67]=3)[CH:64]=2)=[C:43]([F:70])[CH:42]=1. (8) Reactant: [NH:1]1[C:5]2=[CH:6][N:7]=[CH:8][CH:9]=[C:4]2[CH:3]=[CH:2]1.[C:10]1([CH3:22])[CH:15]=[C:14]([CH3:16])[CH:13]=[C:12]([CH3:17])[C:11]=1[S:18](Cl)(=[O:20])=[O:19].[H-].[Na+]. Product: [CH3:22][C:10]1[CH:15]=[C:14]([CH3:16])[CH:13]=[C:12]([CH3:17])[C:11]=1[S:18]([N:1]1[C:5]2=[CH:6][N:7]=[CH:8][CH:9]=[C:4]2[CH:3]=[CH:2]1)(=[O:19])=[O:20]. The catalyst class is: 49. (9) Reactant: [OH:1][C@H:2]([CH3:6])[C:3](N)=O.F[B-](F)(F)F.C([O+](CC)CC)C.[F:19][C:20]([F:41])([F:40])[CH2:21][NH:22][C@H:23]1[CH2:28][CH2:27][C@H:26]([NH:29][C:30]2[C:35]([NH2:36])=[CH:34][N:33]=[C:32]3[CH:37]=[CH:38][S:39][C:31]=23)[CH2:25][CH2:24]1. Product: [F:41][C:20]([F:19])([F:40])[CH2:21][NH:22][C@H:23]1[CH2:24][CH2:25][C@H:26]([N:29]2[C:30]3=[C:31]4[S:39][CH:38]=[CH:37][C:32]4=[N:33][CH:34]=[C:35]3[N:36]=[C:3]2[C@H:2]([OH:1])[CH3:6])[CH2:27][CH2:28]1. The catalyst class is: 214.